This data is from Forward reaction prediction with 1.9M reactions from USPTO patents (1976-2016). The task is: Predict the product of the given reaction. (1) Given the reactants [Br:1][C:2]1[CH:3]=[C:4]([CH:8]=[CH:9][CH:10]=1)[CH:5]=[N:6][OH:7].C1C(=O)N([Cl:18])C(=O)C1, predict the reaction product. The product is: [Cl:18][C:5](=[N:6][OH:7])[C:4]1[CH:8]=[CH:9][CH:10]=[C:2]([Br:1])[CH:3]=1. (2) Given the reactants [CH3:1][C:2]1[C:10]2[CH2:9][O:8][C:7](=[O:11])[C:6]=2[CH:5]=[CH:4][C:3]=1[C:12](=[O:32])[CH2:13][C:14]1(OS(C)(=O)=O)[CH2:19][CH2:18][N:17]([C:20]([O:22][C:23]([CH3:26])([CH3:25])[CH3:24])=[O:21])[CH2:16][CH2:15]1.C1CCN2C(=NCCC2)CC1, predict the reaction product. The product is: [CH3:1][C:2]1[C:10]2[CH2:9][O:8][C:7](=[O:11])[C:6]=2[CH:5]=[CH:4][C:3]=1[C:12](=[O:32])[CH:13]=[C:14]1[CH2:19][CH2:18][N:17]([C:20]([O:22][C:23]([CH3:25])([CH3:24])[CH3:26])=[O:21])[CH2:16][CH2:15]1. (3) Given the reactants [OH:1][C:2]1[C:14]2[C:13]3[C:8](=[CH:9][CH:10]=[CH:11][CH:12]=3)[NH:7][C:6]=2[CH:5]=[CH:4][CH:3]=1.C([O-])([O-])=O.[K+].[K+].[CH2:21]([C@@H:23]1[O:25][CH2:24]1)Cl, predict the reaction product. The product is: [O:25]1[CH2:24][C@H:23]1[CH2:21][O:1][C:2]1[C:14]2[C:13]3[C:8](=[CH:9][CH:10]=[CH:11][CH:12]=3)[NH:7][C:6]=2[CH:5]=[CH:4][CH:3]=1. (4) Given the reactants [C:1]([C:3]1[CH:4]=[CH:5][C:6]([O:12][CH:13]([CH3:15])[CH3:14])=[C:7]([CH:11]=1)[C:8]([OH:10])=O)#[N:2].[N:16]1([C:22]2[S:23][C:24]([C:27]#[N:28])=[CH:25][N:26]=2)[CH2:21][CH2:20][NH:19][CH2:18][CH2:17]1, predict the reaction product. The product is: [C:1]([C:3]1[CH:4]=[CH:5][C:6]([O:12][CH:13]([CH3:15])[CH3:14])=[C:7]([CH:11]=1)[C:8]([N:19]1[CH2:20][CH2:21][N:16]([C:22]2[S:23][C:24]([C:27]#[N:28])=[CH:25][N:26]=2)[CH2:17][CH2:18]1)=[O:10])#[N:2]. (5) Given the reactants [CH:1]1([CH2:7][CH:8]([C:10]2[CH:11]=[N:12][C:13]([C:16]3[CH:21]=[CH:20][C:19]([C:22]([F:25])([F:24])[F:23])=[CH:18][CH:17]=3)=[CH:14][CH:15]=2)O)[CH2:6][CH2:5][CH2:4][CH2:3][CH2:2]1.N(C(N1CCCCC1)=O)=NC(N1CCCCC1)=O.C(P(CCCC)CCCC)CCC.[SH:57][C:58]1[CH:67]=[CH:66][C:61]([C:62]([O:64][CH3:65])=[O:63])=[CH:60][CH:59]=1, predict the reaction product. The product is: [CH3:65][O:64][C:62](=[O:63])[C:61]1[CH:66]=[CH:67][C:58]([S:57][CH:8]([C:10]2[CH:11]=[N:12][C:13]([C:16]3[CH:21]=[CH:20][C:19]([C:22]([F:25])([F:24])[F:23])=[CH:18][CH:17]=3)=[CH:14][CH:15]=2)[CH2:7][CH:1]2[CH2:6][CH2:5][CH2:4][CH2:3][CH2:2]2)=[CH:59][CH:60]=1. (6) Given the reactants Cl.[F:2][C:3]([F:16])([F:15])[CH2:4][O:5][C:6]1[N:11]=[CH:10][C:9]([CH:12]([NH2:14])[CH3:13])=[CH:8][CH:7]=1.[NH2:17][C:18]1[N:23]=[CH:22][N:21]=[C:20]([C:24](O)=[O:25])[CH:19]=1, predict the reaction product. The product is: [NH2:17][C:18]1[N:23]=[CH:22][N:21]=[C:20]([C:24]([NH:14][CH:12]([C:9]2[CH:10]=[N:11][C:6]([O:5][CH2:4][C:3]([F:2])([F:15])[F:16])=[CH:7][CH:8]=2)[CH3:13])=[O:25])[CH:19]=1. (7) Given the reactants [N-:1]=[N+:2]=[N-:3].[Na+].[F:5][C:6]1[C:11]([C:12]([O:14][CH3:15])=[O:13])=[C:10]([F:16])[C:9]([F:17])=[C:8](F)[C:7]=1[F:19], predict the reaction product. The product is: [N:1]([C:8]1[C:7]([F:19])=[C:6]([F:5])[C:11]([C:12]([O:14][CH3:15])=[O:13])=[C:10]([F:16])[C:9]=1[F:17])=[N+:2]=[N-:3]. (8) The product is: [CH3:34][O:33][CH2:32][CH2:31][O:30][C:8]1[C:5]2[CH:6]=[N:7][C:2]([NH2:39])=[CH:3][C:4]=2[N:10]([C:11]([C:18]2[CH:19]=[CH:20][CH:21]=[CH:22][CH:23]=2)([C:24]2[CH:25]=[CH:26][CH:27]=[CH:28][CH:29]=2)[C:12]2[CH:13]=[CH:14][CH:15]=[CH:16][CH:17]=2)[N:9]=1. Given the reactants Cl[C:2]1[N:7]=[CH:6][C:5]2[C:8]([O:30][CH2:31][CH2:32][O:33][CH3:34])=[N:9][N:10]([C:11]([C:24]3[CH:29]=[CH:28][CH:27]=[CH:26][CH:25]=3)([C:18]3[CH:23]=[CH:22][CH:21]=[CH:20][CH:19]=3)[C:12]3[CH:17]=[CH:16][CH:15]=[CH:14][CH:13]=3)[C:4]=2[CH:3]=1.C[Si]([N-:39][Si](C)(C)C)(C)C.[Li+], predict the reaction product. (9) Given the reactants Cl.[F:2][C:3]1[C:8]([F:9])=[CH:7][CH:6]=[C:5]([F:10])[C:4]=1[C@H:11]([NH2:13])[CH3:12].C([O:18][C:19]([C:21]1[CH:26]=[CH:25][CH:24]=[CH:23][C:22]=1[C:27]1[CH:32]=[CH:31][C:30]([CH2:33][N:34]2[C:42]3[C:37](=[CH:38][C:39]([C:43](O)=[O:44])=[CH:40][CH:41]=3)[C:36]([CH3:46])=[C:35]2[CH3:47])=[CH:29][CH:28]=1)=[O:20])(C)(C)C, predict the reaction product. The product is: [CH3:47][C:35]1[N:34]([CH2:33][C:30]2[CH:31]=[CH:32][C:27]([C:22]3[C:21]([C:19]([OH:20])=[O:18])=[CH:26][CH:25]=[CH:24][CH:23]=3)=[CH:28][CH:29]=2)[C:42]2[C:37]([C:36]=1[CH3:46])=[CH:38][C:39]([C:43](=[O:44])[NH:13][C@@H:11]([C:4]1[C:5]([F:10])=[CH:6][CH:7]=[C:8]([F:9])[C:3]=1[F:2])[CH3:12])=[CH:40][CH:41]=2.